This data is from Full USPTO retrosynthesis dataset with 1.9M reactions from patents (1976-2016). The task is: Predict the reactants needed to synthesize the given product. (1) Given the product [C:1]([C:4]1[CH:16]=[CH:15][C:14]2[NH:13][C:12]3[C:7]([C:6]=2[CH:5]=1)=[CH:8][C:9]([C:24](=[O:27])[CH3:25])=[CH:10][CH:11]=3)(=[O:3])[CH3:2], predict the reactants needed to synthesize it. The reactants are: [C:1]([C:4]1[C:16](O)=[CH:15][C:14]2[N:13](CCCN(C)C)[C:12]3[CH:11]=[CH:10][C:9]4[C:24](=[O:27])[CH2:25]C[C:8]=4[C:7]=3[C:6]=2[CH:5]=1)(=[O:3])[CH3:2]. (2) Given the product [C:1]([N:13]1[C:14]2[C:9](=[CH:8][C:7]([O:6][CH3:5])=[CH:16][CH:15]=2)[C:10]([CH3:19])=[CH:11][C:12]1([CH3:18])[CH3:17])(=[O:3])[CH3:2], predict the reactants needed to synthesize it. The reactants are: [C:1](Cl)(=[O:3])[CH3:2].[CH3:5][O:6][C:7]1[CH:8]=[C:9]2[C:14](=[CH:15][CH:16]=1)[NH:13][C:12]([CH3:18])([CH3:17])[CH:11]=[C:10]2[CH3:19]. (3) Given the product [CH3:25][C:24]1[CH:10]=[C:4]([C:2]2[S:11][C:10]3[C:9]4[CH:12]=[CH:13][C:14]([C:16]#[N:17])=[CH:15][C:8]=4[O:7][CH2:6][CH2:5][C:4]=3[CH:3]=2)[CH:3]=[CH:2][N:26]=1, predict the reactants needed to synthesize it. The reactants are: Br[C:2]1[S:11][C:10]2[C:9]3[CH:12]=[CH:13][C:14]([C:16]#[N:17])=[CH:15][C:8]=3[O:7][CH2:6][CH2:5][C:4]=2[CH:3]=1.C(=O)([O-])[O-].[Na+].[Na+].[C:24](#[N:26])[CH3:25]. (4) Given the product [CH3:1][O:2][C:3]1[CH:8]=[C:7]([OH:18])[CH:6]=[N:5][CH:4]=1, predict the reactants needed to synthesize it. The reactants are: [CH3:1][O:2][C:3]1[CH:4]=[N:5][CH:6]=[C:7](B2OC(C)(C)C(C)(C)O2)[CH:8]=1.[OH2:18]. (5) Given the product [NH2:18][C:4]1[CH:5]=[C:6]([NH:9][C:10](=[O:17])[C:11]2[CH:12]=[CH:13][CH:14]=[CH:15][CH:16]=2)[CH:7]=[CH:8][C:3]=1[O:2][CH3:1], predict the reactants needed to synthesize it. The reactants are: [CH3:1][O:2][C:3]1[CH:8]=[CH:7][C:6]([NH:9][C:10](=[O:17])[C:11]2[CH:16]=[CH:15][CH:14]=[CH:13][CH:12]=2)=[CH:5][C:4]=1[N+:18]([O-])=O. (6) Given the product [CH:1]([C:4]1[CH:5]=[CH:6][C:7]([C@H:10]2[C:14]3[C:15]([CH3:21])=[CH:16][C:17]([CH3:20])=[C:18]([CH3:19])[C:13]=3[O:12][C@H:11]2[CH3:22])=[CH:8][CH:9]=1)([CH3:3])[CH3:2], predict the reactants needed to synthesize it. The reactants are: [CH:1]([C:4]1[CH:9]=[CH:8][C:7]([C:10]2[C:14]3[C:15]([CH3:21])=[CH:16][C:17]([CH3:20])=[C:18]([CH3:19])[C:13]=3[O:12][C:11]=2[CH3:22])=[CH:6][CH:5]=1)([CH3:3])[CH3:2]. (7) Given the product [N+:34]([C:37]1[CH:38]=[CH:39][C:40]([C:41]([O:13][C@H:10]([C@H:8]2[O:7][C@@H:5]3[O:6][C:2]([CH3:1])([CH3:14])[O:3][C@@H:4]3[CH2:9]2)[CH2:11][CH3:12])=[O:42])=[CH:44][CH:45]=1)([O-:36])=[O:35], predict the reactants needed to synthesize it. The reactants are: [CH3:1][C:2]1([CH3:14])[O:6][C@H:5]2[O:7][C@H:8]([C@H:10]([OH:13])[CH2:11][CH3:12])[CH2:9][C@H:4]2[O:3]1.C1(P(C2C=CC=CC=2)C2C=CC=CC=2)C=CC=CC=1.[N+:34]([C:37]1[CH:45]=[CH:44][C:40]([C:41](O)=[O:42])=[CH:39][CH:38]=1)([O-:36])=[O:35].N(C(OCC)=O)=NC(OCC)=O. (8) Given the product [CH2:38]([NH:42][C:30]([NH:20][C:19]1[CH:21]=[CH:22][C:16]([O:15][C:6]2[C:5]3[C:10](=[CH:11][C:12]([O:13][CH3:14])=[C:3]([O:2][CH3:1])[CH:4]=3)[N:9]=[CH:8][N:7]=2)=[CH:17][C:18]=1[N+:23]([O-:25])=[O:24])=[O:36])[CH2:39][CH2:40][CH3:41], predict the reactants needed to synthesize it. The reactants are: [CH3:1][O:2][C:3]1[CH:4]=[C:5]2[C:10](=[CH:11][C:12]=1[O:13][CH3:14])[N:9]=[CH:8][N:7]=[C:6]2[O:15][C:16]1[CH:22]=[CH:21][C:19]([NH2:20])=[C:18]([N+:23]([O-:25])=[O:24])[CH:17]=1.ClC(Cl)(O[C:30](=[O:36])OC(Cl)(Cl)Cl)Cl.[CH2:38]([NH2:42])[CH2:39][CH2:40][CH3:41].CO. (9) The reactants are: [C:1]([O:5][C:6](=[O:27])[N:7]([C:19]1[CH:24]=[CH:23][C:22]([CH:25]=[O:26])=[CH:21][N:20]=1)[CH2:8][C:9]1[CH:14]=[CH:13][C:12]([C:15]([F:18])([F:17])[F:16])=[CH:11][CH:10]=1)([CH3:4])([CH3:3])[CH3:2].[CH:28]([Si:31]([CH:45]([CH3:47])[CH3:46])([CH:42]([CH3:44])[CH3:43])[O:32][C:33]1[CH:34]=[C:35]2[CH:41]=[CH:40][NH:39][C:36]2=[N:37][CH:38]=1)([CH3:30])[CH3:29].[OH-].[K+].O. Given the product [C:1]([O:5][C:6](=[O:27])[N:7]([C:19]1[CH:24]=[CH:23][C:22]([CH:25]([OH:26])[C:41]2[C:35]3[C:36](=[N:37][CH:38]=[C:33]([O:32][Si:31]([CH:42]([CH3:44])[CH3:43])([CH:45]([CH3:47])[CH3:46])[CH:28]([CH3:29])[CH3:30])[CH:34]=3)[NH:39][CH:40]=2)=[CH:21][N:20]=1)[CH2:8][C:9]1[CH:10]=[CH:11][C:12]([C:15]([F:16])([F:17])[F:18])=[CH:13][CH:14]=1)([CH3:4])([CH3:2])[CH3:3], predict the reactants needed to synthesize it. (10) Given the product [CH3:1][N:2]1[C:6]([C:7]#[C:8][C:9]2[CH:10]=[N:11][CH:12]=[CH:13][CH:14]=2)=[CH:5][C:4]([NH:15][C:18](=[O:19])[CH3:17])=[N:3]1, predict the reactants needed to synthesize it. The reactants are: [CH3:1][N:2]1[C:6]([C:7]#[C:8][C:9]2[CH:10]=[N:11][CH:12]=[CH:13][CH:14]=2)=[CH:5][C:4]([NH2:15])=[N:3]1.C1C[O:19][CH2:18][CH2:17]1.C(N(C(C)C)CC)(C)C.C(Cl)(=O)C.